Task: Predict which catalyst facilitates the given reaction.. Dataset: Catalyst prediction with 721,799 reactions and 888 catalyst types from USPTO Reactant: [CH3:1][O:2][C:3]([C:5]1[C:14]2[C:9](=[CH:10][CH:11]=[CH:12][CH:13]=2)[N:8]=[C:7]([C:15]2[CH:20]=[CH:19][CH:18]=[CH:17][CH:16]=2)[C:6]=1[CH3:21])=[O:4].[Br:22]N1C(=O)CCC1=O.C(OOC(=O)C1C=CC=CC=1)(=O)C1C=CC=CC=1. Product: [CH3:1][O:2][C:3]([C:5]1[C:14]2[C:9](=[CH:10][CH:11]=[CH:12][CH:13]=2)[N:8]=[C:7]([C:15]2[CH:20]=[CH:19][CH:18]=[CH:17][CH:16]=2)[C:6]=1[CH2:21][Br:22])=[O:4]. The catalyst class is: 23.